From a dataset of TCR-epitope binding with 47,182 pairs between 192 epitopes and 23,139 TCRs. Binary Classification. Given a T-cell receptor sequence (or CDR3 region) and an epitope sequence, predict whether binding occurs between them. (1) The epitope is MMISAGFSL. The TCR CDR3 sequence is CSASPPGTSVNNEQFF. Result: 0 (the TCR does not bind to the epitope). (2) The epitope is HLVDFQVTI. The TCR CDR3 sequence is CASSGALSYNEQFF. Result: 0 (the TCR does not bind to the epitope).